From a dataset of Ames mutagenicity test results for genotoxicity prediction. Regression/Classification. Given a drug SMILES string, predict its toxicity properties. Task type varies by dataset: regression for continuous values (e.g., LD50, hERG inhibition percentage) or binary classification for toxic/non-toxic outcomes (e.g., AMES mutagenicity, cardiotoxicity, hepatotoxicity). Dataset: ames. (1) The compound is Cc1cccc([N+](=O)[O-])c1. The result is 0 (non-mutagenic). (2) The drug is Oc1cc(Cl)c(Cl)cc1Cl. The result is 0 (non-mutagenic). (3) The compound is CC[C@@H](Cl)[N+](=O)[O-]. The result is 1 (mutagenic). (4) The drug is CCCCCn1cc2c3c(cccc31)C1C=C(C)CN(C)C1C2. The result is 1 (mutagenic).